Dataset: Forward reaction prediction with 1.9M reactions from USPTO patents (1976-2016). Task: Predict the product of the given reaction. (1) Given the reactants [NH2:1][CH2:2][CH2:3][CH2:4][C:5]1[CH:13]=[CH:12][C:8]([C:9]([NH2:11])=O)=[CH:7][CH:6]=1.[CH:14]([NH2:16])=[O:15], predict the reaction product. The product is: [CH:14]([N:16]=[C:9]([NH2:11])[C:8]1[CH:7]=[CH:6][C:5]([CH2:4][CH2:3][CH2:2][NH2:1])=[CH:13][CH:12]=1)=[O:15]. (2) Given the reactants [C:1]([C:4]1[CH:5]=[C:6]([Cl:26])[C:7]2[N:8]([CH:23]=[N:24][CH:25]=2)[C:9]=1[N:10]1[CH2:15][CH2:14][N:13](C(OC(C)(C)C)=O)[CH2:12][CH2:11]1)(=[O:3])[CH3:2].Cl.O1CCOCC1, predict the reaction product. The product is: [ClH:26].[Cl:26][C:6]1[C:7]2[N:8]([CH:23]=[N:24][CH:25]=2)[C:9]([N:10]2[CH2:15][CH2:14][NH:13][CH2:12][CH2:11]2)=[C:4]([C:1](=[O:3])[CH3:2])[CH:5]=1. (3) Given the reactants [Cl:1][C:2]1[CH:3]=[C:4]2[C:8](=[CH:9][CH:10]=1)[NH:7][CH:6]=[CH:5]2.[Cl:11][C:12]1[CH:13]=[C:14]([N+:19]([O-:21])=[O:20])[CH:15]=[CH:16][C:17]=1F.C(=O)([O-])[O-].[K+].[K+], predict the reaction product. The product is: [Cl:1][C:2]1[CH:3]=[C:4]2[C:8](=[CH:9][CH:10]=1)[N:7]([C:17]1[CH:16]=[CH:15][C:14]([N+:19]([O-:21])=[O:20])=[CH:13][C:12]=1[Cl:11])[CH:6]=[CH:5]2. (4) Given the reactants [NH:1]1[C:9]2[C:4](=[CH:5][CH:6]=[CH:7][CH:8]=2)[CH:3]=[C:2]1[C:10]([N:12]1[CH2:17][CH2:16][CH2:15][CH2:14][CH2:13]1)=[O:11].[CH:18]1[CH:23]=[C:22]([S:24][S:24][C:22]2[N:21]=[CH:20][CH:19]=[CH:18][CH:23]=2)[N:21]=[CH:20][CH:19]=1, predict the reaction product. The product is: [N:12]1([C:10]([C:2]2[NH:1][C:9]3[C:4]([C:3]=2[S:24][C:22]2[CH:23]=[CH:18][CH:19]=[CH:20][N:21]=2)=[CH:5][CH:6]=[CH:7][CH:8]=3)=[O:11])[CH2:17][CH2:16][CH2:15][CH2:14][CH2:13]1. (5) Given the reactants N#N.[CH3:3][C:4]1([CH2:9][CH2:10][CH2:11][CH2:12][N:13]2[N:17]=[C:16]([N+:18]([O-])=O)[CH:15]=[N:14]2)[O:8][CH2:7][CH2:6][O:5]1.[NH4+].[Cl-], predict the reaction product. The product is: [CH3:3][C:4]1([CH2:9][CH2:10][CH2:11][CH2:12][N:13]2[N:17]=[C:16]([NH2:18])[CH:15]=[N:14]2)[O:8][CH2:7][CH2:6][O:5]1.